The task is: Predict the reactants needed to synthesize the given product.. This data is from Full USPTO retrosynthesis dataset with 1.9M reactions from patents (1976-2016). (1) The reactants are: Cl.[CH:2]1([CH2:5][N:6]2[CH2:11][CH2:10][N:9]([C:12]([C@H:14]3[CH2:18][CH2:17][N:16](C(OC(C)(C)C)=O)[CH2:15]3)=[O:13])[CH2:8][CH2:7]2)[CH2:4][CH2:3]1. Given the product [CH:2]1([CH2:5][N:6]2[CH2:11][CH2:10][N:9]([C:12]([C@H:14]3[CH2:18][CH2:17][NH:16][CH2:15]3)=[O:13])[CH2:8][CH2:7]2)[CH2:3][CH2:4]1, predict the reactants needed to synthesize it. (2) Given the product [Br:12][C:13]1[CH:18]=[CH:17][N:16]=[C:15]2[N:19]([S:7]([C:2]3[CH:1]=[CH:6][C:5]([CH3:24])=[CH:4][CH:3]=3)(=[O:8])=[O:9])[CH:20]=[CH:21][C:14]=12, predict the reactants needed to synthesize it. The reactants are: [C:1]1(C)[C:2]([S:7](Cl)(=[O:9])=[O:8])=[CH:3][CH:4]=[CH:5][CH:6]=1.[Br:12][C:13]1[CH:18]=[CH:17][N:16]=[C:15]2[NH:19][CH:20]=[CH:21][C:14]=12.[OH-].[Na+].[CH2:24](Cl)Cl.